Predict which catalyst facilitates the given reaction. From a dataset of Catalyst prediction with 721,799 reactions and 888 catalyst types from USPTO. (1) Reactant: [Br:1][C:2]1[CH:10]=[CH:9][C:5]([C:6](Cl)=[O:7])=[CH:4][CH:3]=1.C(N(CC)CC)C.[CH:18]([NH:21][CH:22]([CH3:24])[CH3:23])([CH3:20])[CH3:19].Cl. Product: [Br:1][C:2]1[CH:10]=[CH:9][C:5]([C:6]([N:21]([CH:22]([CH3:24])[CH3:23])[CH:18]([CH3:20])[CH3:19])=[O:7])=[CH:4][CH:3]=1. The catalyst class is: 1. (2) Reactant: [CH2:1]([C:3]1([CH2:7][OH:8])[CH2:6][O:5][CH2:4]1)[CH3:2].N1C=CC=CC=1.[C:15]1([CH3:25])[CH:20]=[CH:19][C:18]([S:21](Cl)(=[O:23])=[O:22])=[CH:17][CH:16]=1. Product: [S:21]([O:8][CH2:7][C:3]1([CH2:1][CH3:2])[CH2:6][O:5][CH2:4]1)([C:18]1[CH:19]=[CH:20][C:15]([CH3:25])=[CH:16][CH:17]=1)(=[O:23])=[O:22]. The catalyst class is: 6.